This data is from Reaction yield outcomes from USPTO patents with 853,638 reactions. The task is: Predict the reaction yield, written as a fraction of the theoretical maximum amount of product (1.0 means a 100% yield; for example, 0.34 means a 34% yield). (1) The reactants are C([Li])(C)(C)C.Br[C:7]1[CH:12]=[CH:11][C:10]([CH:13]([O:19][Si:20]([C:23]([CH3:26])([CH3:25])[CH3:24])([CH3:22])[CH3:21])[CH2:14][CH2:15][CH2:16][CH2:17][CH3:18])=[CH:9][CH:8]=1.[CH2:27]=[O:28]. The catalyst is CCCCC.C1COCC1. The product is [Si:20]([O:19][CH:13]([C:10]1[CH:11]=[CH:12][C:7]([CH2:27][OH:28])=[CH:8][CH:9]=1)[CH2:14][CH2:15][CH2:16][CH2:17][CH3:18])([C:23]([CH3:26])([CH3:25])[CH3:24])([CH3:22])[CH3:21]. The yield is 0.690. (2) The reactants are [Si]([O:8][C@H:9]([C@H:11]1[NH:16][C:15]([CH3:18])([CH3:17])[CH2:14][CH:13]([O:19][C:20]2[N:21]=[N:22][C:23]([C:26]3[CH:31]=[CH:30][C:29]([N:32]4[CH:36]=[CH:35][CH:34]=[N:33]4)=[CH:28][C:27]=3[O:37]C)=[CH:24][CH:25]=2)[CH2:12]1)[CH3:10])(C(C)(C)C)(C)C.B(Br)(Br)Br. The yield is 0.280. The product is [OH:8][C@H:9]([C@H:11]1[NH:16][C:15]([CH3:18])([CH3:17])[CH2:14][CH:13]([O:19][C:20]2[N:21]=[N:22][C:23]([C:26]3[CH:31]=[CH:30][C:29]([N:32]4[CH:36]=[CH:35][CH:34]=[N:33]4)=[CH:28][C:27]=3[OH:37])=[CH:24][CH:25]=2)[CH2:12]1)[CH3:10]. The catalyst is C(Cl)Cl. (3) The yield is 1.00. The reactants are C(OC([N:8]1[CH2:11][CH:10]([N:12]2[CH2:21][CH2:20][C:19]3[C:14](=[CH:15][CH:16]=[C:17]([CH2:22][N:23]4[CH2:26][CH2:25][CH2:24]4)[CH:18]=3)[CH2:13]2)[CH2:9]1)=O)(C)(C)C.CO.[ClH:29]. No catalyst specified. The product is [ClH:29].[ClH:29].[ClH:29].[N:23]1([CH2:22][C:17]2[CH:18]=[C:19]3[C:14](=[CH:15][CH:16]=2)[CH2:13][N:12]([CH:10]2[CH2:9][NH:8][CH2:11]2)[CH2:21][CH2:20]3)[CH2:26][CH2:25][CH2:24]1.